Regression. Given a peptide amino acid sequence and an MHC pseudo amino acid sequence, predict their binding affinity value. This is MHC class II binding data. From a dataset of Peptide-MHC class II binding affinity with 134,281 pairs from IEDB. (1) The peptide sequence is AAATAGTTVTGAFAA. The MHC is HLA-DQA10102-DQB10602 with pseudo-sequence HLA-DQA10102-DQB10602. The binding affinity (normalized) is 0.572. (2) The peptide sequence is AFNVENGNATPQLTK. The MHC is DRB1_1302 with pseudo-sequence DRB1_1302. The binding affinity (normalized) is 0.570. (3) The peptide sequence is AKNMKNLVWNDELAY. The MHC is DRB3_0101 with pseudo-sequence DRB3_0101. The binding affinity (normalized) is 0.381.